This data is from Forward reaction prediction with 1.9M reactions from USPTO patents (1976-2016). The task is: Predict the product of the given reaction. (1) The product is: [CH3:28][C:26]1[N:27]=[C:23]([NH:22][C:9]2[N:10]=[CH:11][C:2]([C:15]3[CH:14]=[N:13][CH:18]=[CH:17][CH:16]=3)=[C:3]3[C:8]=2[N:7]=[CH:6][CH:5]=[CH:4]3)[S:24][CH:25]=1. Given the reactants Br[C:2]1[CH:11]=[N:10][C:9](Cl)=[C:8]2[C:3]=1[CH:4]=[CH:5][CH:6]=[N:7]2.[N:13]1[CH:18]=[C:17](B(O)O)[CH:16]=[CH:15][CH:14]=1.[NH2:22][C:23]1[S:24][CH:25]=[C:26]([CH3:28])[N:27]=1, predict the reaction product. (2) Given the reactants [C:1]([O:5][C:6]([N:8]1[CH2:12][CH2:11][C@@H:10]([OH:13])[CH2:9]1)=[O:7])([CH3:4])([CH3:3])[CH3:2].C(N(CC)CC)C.[CH3:21][S:22](Cl)(=[O:24])=[O:23], predict the reaction product. The product is: [C:1]([O:5][C:6]([N:8]1[CH2:12][CH2:11][C@@H:10]([O:13][S:22]([CH3:21])(=[O:24])=[O:23])[CH2:9]1)=[O:7])([CH3:4])([CH3:2])[CH3:3]. (3) Given the reactants [Br:1][C:2]1[CH:7]=[CH:6][C:5]([S:8]([NH:11][CH2:12][CH:13]([CH3:15])[CH3:14])(=[O:10])=[O:9])=[CH:4][CH:3]=1.[H-].[Na+].[F:18][C:19]1[CH:26]=[CH:25][C:22]([CH2:23]Br)=[CH:21][CH:20]=1.O, predict the reaction product. The product is: [Br:1][C:2]1[CH:3]=[CH:4][C:5]([S:8]([N:11]([CH2:23][C:22]2[CH:25]=[CH:26][C:19]([F:18])=[CH:20][CH:21]=2)[CH2:12][CH:13]([CH3:15])[CH3:14])(=[O:10])=[O:9])=[CH:6][CH:7]=1. (4) Given the reactants [CH:1]([C:4]1[CH:9]=[CH:8][C:7]([C:10]2[O:14][C:13](=[O:15])[NH:12][N:11]=2)=[CH:6][CH:5]=1)([CH3:3])[CH3:2].Br[CH2:17][C:18]1[CH:27]=[CH:26][C:21]([C:22]([O:24][CH3:25])=[O:23])=[CH:20][CH:19]=1.[OH-].[Na+], predict the reaction product. The product is: [CH:1]([C:4]1[CH:9]=[CH:8][C:7]([C:10]2[O:14][C:13](=[O:15])[N:12]([CH2:17][C:18]3[CH:27]=[CH:26][C:21]([C:22]([O:24][CH3:25])=[O:23])=[CH:20][CH:19]=3)[N:11]=2)=[CH:6][CH:5]=1)([CH3:3])[CH3:2].